Dataset: Full USPTO retrosynthesis dataset with 1.9M reactions from patents (1976-2016). Task: Predict the reactants needed to synthesize the given product. (1) Given the product [CH2:1]([N:3]([CH:24]1[CH2:25][CH2:26][O:27][CH2:28][CH2:29]1)[C:4]1[C:5]([CH3:23])=[C:6]([CH:11]=[C:12]([C:31]2[CH:36]=[N:35][C:34]([O:37][CH:38]3[CH2:41][N:40]([CH3:42])[CH2:39]3)=[CH:33][CH:32]=2)[CH:13]=1)[C:7]([O:9][CH3:10])=[O:8])[CH3:2], predict the reactants needed to synthesize it. The reactants are: [CH2:1]([N:3]([CH:24]1[CH2:29][CH2:28][O:27][CH2:26][CH2:25]1)[C:4]1[C:5]([CH3:23])=[C:6]([CH:11]=[C:12](B2OC(C)(C)C(C)(C)O2)[CH:13]=1)[C:7]([O:9][CH3:10])=[O:8])[CH3:2].Br[C:31]1[CH:32]=[CH:33][C:34]([O:37][CH:38]2[CH2:41][N:40]([CH3:42])[CH2:39]2)=[N:35][CH:36]=1.C(=O)([O-])[O-].[Na+].[Na+].C(OCC)(=O)C. (2) Given the product [O:1]1[C:5]2[CH:6]=[CH:7][C:8]([C:10]3[O:14][C:13]([S:15][CH2:17][C:18]4[CH:27]=[CH:26][C:21]([C:22]([O:24][CH3:25])=[O:23])=[CH:20][CH:19]=4)=[N:12][N:11]=3)=[CH:9][C:4]=2[CH2:3][CH2:2]1, predict the reactants needed to synthesize it. The reactants are: [O:1]1[C:5]2[CH:6]=[CH:7][C:8]([C:10]3[O:14][C:13]([SH:15])=[N:12][N:11]=3)=[CH:9][C:4]=2[CH2:3][CH2:2]1.Br[CH2:17][C:18]1[CH:27]=[CH:26][C:21]([C:22]([O:24][CH3:25])=[O:23])=[CH:20][CH:19]=1. (3) Given the product [F:32][C:29]1[CH:30]=[CH:31][C:26]([C@:19]2([CH2:22][CH2:23][CH2:24][OH:25])[O:18][C:17](=[O:33])[N:16]([C@H:14]([C:11]3[CH:12]=[CH:13][C:8]([C:4]4[CH:3]=[C:2]([OH:34])[N:7]=[CH:6][N:5]=4)=[CH:9][CH:10]=3)[CH3:15])[CH2:21][CH2:20]2)=[CH:27][CH:28]=1, predict the reactants needed to synthesize it. The reactants are: Cl[C:2]1[N:7]=[CH:6][N:5]=[C:4]([C:8]2[CH:13]=[CH:12][C:11]([C@@H:14]([N:16]3[CH2:21][CH2:20][C@@:19]([C:26]4[CH:31]=[CH:30][C:29]([F:32])=[CH:28][CH:27]=4)([CH2:22][CH2:23][CH2:24][OH:25])[O:18][C:17]3=[O:33])[CH3:15])=[CH:10][CH:9]=2)[CH:3]=1.[OH-:34].[Na+]. (4) Given the product [S:1]1[C:5]2[CH:6]=[CH:7][CH:8]=[CH:9][C:4]=2[N:3]=[C:2]1[NH:10][C:11]([C:13]1[CH:14]=[CH:15][CH:16]=[C:17]2[C:22]=1[CH2:21][N:20]([C:23]1[S:24][C:25]([CH2:32][N:33]3[CH2:34][CH2:35][N:36]([C:39]4[CH:40]=[CH:41][CH:42]=[CH:43][CH:44]=4)[CH2:37][CH2:38]3)=[C:26]([C:28]([OH:30])=[O:29])[N:27]=1)[CH2:19][CH2:18]2)=[O:12], predict the reactants needed to synthesize it. The reactants are: [S:1]1[C:5]2[CH:6]=[CH:7][CH:8]=[CH:9][C:4]=2[N:3]=[C:2]1[N:10](COCC[Si](C)(C)C)[C:11]([C:13]1[CH:14]=[CH:15][CH:16]=[C:17]2[C:22]=1[CH2:21][N:20]([C:23]1[S:24][C:25]([CH2:32][N:33]3[CH2:38][CH2:37][N:36]([C:39]4[CH:44]=[CH:43][CH:42]=[CH:41][CH:40]=4)[CH2:35][CH2:34]3)=[C:26]([C:28]([O:30]C)=[O:29])[N:27]=1)[CH2:19][CH2:18]2)=[O:12].Cl.CCOCC.